From a dataset of Forward reaction prediction with 1.9M reactions from USPTO patents (1976-2016). Predict the product of the given reaction. (1) Given the reactants [Si]([O:8][C@H:9]1[CH2:13][C@H:12]([O:14][C:15]2[CH:20]=[CH:19][N:18]=[C:17]3[NH:21][C:22]([C:24]4[C:33]5[C:28](=[CH:29][CH:30]=[CH:31][CH:32]=5)[CH:27]=[CH:26][CH:25]=4)=[N:23][C:16]=23)[CH2:11][C@H:10]1[CH2:34][OH:35])(C(C)(C)C)(C)C.Cl[S:37]([NH2:40])(=[O:39])=[O:38].Cl.C([O-])([O-])=O.[Na+].[Na+], predict the reaction product. The product is: [S:37](=[O:39])(=[O:38])([O:35][CH2:34][C@@H:10]1[CH2:11][C@@H:12]([O:14][C:15]2[CH:20]=[CH:19][N:18]=[C:17]3[NH:21][C:22]([C:24]4[C:33]5[C:28](=[CH:29][CH:30]=[CH:31][CH:32]=5)[CH:27]=[CH:26][CH:25]=4)=[N:23][C:16]=23)[CH2:13][C@@H:9]1[OH:8])[NH2:40]. (2) Given the reactants [CH:1]1[CH:6]=[CH:5][C:4]([CH2:7][C:8]2[CH:13]=[CH:12][C:11](Br)=[CH:10][CH:9]=2)=[CH:3][CH:2]=1.[CH:15](=[O:22])[C:16]1[CH:21]=[CH:20][CH:19]=[CH:18][CH:17]=1.BrC1C=CC(C(O)C2C=CC=CC=2)=CC=1, predict the reaction product. The product is: [C:16]1([CH:15]([OH:22])[C:11]2[CH:12]=[CH:13][C:8]([CH2:7][C:4]3[CH:5]=[CH:6][CH:1]=[CH:2][CH:3]=3)=[CH:9][CH:10]=2)[CH:21]=[CH:20][CH:19]=[CH:18][CH:17]=1. (3) Given the reactants C(OC([N:8]1[CH2:13][CH2:12][N:11]([C:14]2[CH:19]=[CH:18][CH:17]=[C:16]([NH:20][C:21]3[N:39]=[C:24]4[C:25]([C:29]5[CH:34]=[CH:33][C:32]([S:35]([CH3:38])(=[O:37])=[O:36])=[CH:31][CH:30]=5)=[CH:26][CH:27]=[CH:28][N:23]4[N:22]=3)[CH:15]=2)[CH2:10][CH2:9]1)=O)(C)(C)C.FC(F)(F)C(O)=O, predict the reaction product. The product is: [CH3:38][S:35]([C:32]1[CH:33]=[CH:34][C:29]([C:25]2[C:24]3[N:23]([N:22]=[C:21]([NH:20][C:16]4[CH:17]=[CH:18][CH:19]=[C:14]([N:11]5[CH2:12][CH2:13][NH:8][CH2:9][CH2:10]5)[CH:15]=4)[N:39]=3)[CH:28]=[CH:27][CH:26]=2)=[CH:30][CH:31]=1)(=[O:36])=[O:37]. (4) Given the reactants [CH:1]1[CH:2]=[CH:3][C:4]([C:7]([C:9]2[C:14]([NH2:15])=[C:13]([CH2:16][C:17]([NH2:19])=[O:18])[CH:12]=[CH:11][CH:10]=2)=[O:8])=[CH:5][CH:6]=1.NC1C=CC=CC=1C(C1C=CC=CC=1)=O.[CH3:35][S:36]CC(N)=O.ClN1C(=O)C2=CC=CC=C2C1=O, predict the reaction product. The product is: [NH2:15][C:14]1[C:9]([C:7](=[O:8])[C:4]2[CH:3]=[CH:2][CH:1]=[CH:6][CH:5]=2)=[CH:10][CH:11]=[CH:12][C:13]=1[CH:16]([S:36][CH3:35])[C:17]([NH2:19])=[O:18]. (5) Given the reactants [Cl-:1].[Cl-].[Cl-].[CH:4]1([Zr+3:9])[CH:8]=[CH:7][CH:6]=[CH:5]1.C(COC)OC.[CH3:16][Si:17]([CH3:27])([CH3:26])[O:18][CH2:19][CH2:20][C-]1C=CC=C1.[K+], predict the reaction product. The product is: [Cl-:1].[Cl-:1].[CH3:16][Si:17]([CH3:27])([CH3:26])[O:18][CH2:19][CH2:20][C:4]1([Zr+2:9])[CH:8]=[CH:7][CH:6]=[CH:5]1.